This data is from Reaction yield outcomes from USPTO patents with 853,638 reactions. The task is: Predict the reaction yield, written as a fraction of the theoretical maximum amount of product (1.0 means a 100% yield; for example, 0.34 means a 34% yield). (1) The reactants are O.C1(C)C=CC(S(O)(=O)=O)=CC=1.[CH3:13][S:14]([C:17]1[CH:18]=[N:19][CH:20]=[C:21]([C:23]#[C:24][C:25](OCC)([O:29]CC)[O:26][CH2:27][CH3:28])[CH:22]=1)(=[O:16])=[O:15]. The catalyst is C1(C)C=CC=CC=1. The product is [CH2:27]([O:26][C:25](=[O:29])[C:24]#[C:23][C:21]1[CH:20]=[N:19][CH:18]=[C:17]([S:14]([CH3:13])(=[O:15])=[O:16])[CH:22]=1)[CH3:28]. The yield is 0.530. (2) The reactants are [CH2:1]([O:3][C:4]([C:6]1[CH:10]=[C:9](C(OCC)=O)[N:8]([CH2:16][CH2:17][NH:18][C:19]([O:21]C(C)(C)C)=O)[N:7]=1)=[O:5])[CH3:2].C([O-])([O-])=O.[Na+].[Na+]. The catalyst is Cl.O1CCOCC1. The product is [O:21]=[C:19]1[NH:18][CH2:17][CH2:16][N:8]2[N:7]=[C:6]([C:4]([O:3][CH2:1][CH3:2])=[O:5])[CH:10]=[C:9]12. The yield is 0.790. (3) The reactants are [C:1]([O:5][C:6]([N:8]1[CH2:13][CH2:12][CH2:11][CH:10]([OH:14])[CH2:9]1)=[O:7])([CH3:4])([CH3:3])[CH3:2].CC(OI1(OC(C)=O)(OC(C)=O)OC(=O)C2C=CC=CC1=2)=O.C([O-])(O)=O.[Na+].S([O-])([O-])(=O)=S.[Na+].[Na+]. The catalyst is C(Cl)Cl. The product is [C:1]([O:5][C:6]([N:8]1[CH2:13][CH2:12][CH2:11][C:10](=[O:14])[CH2:9]1)=[O:7])([CH3:4])([CH3:2])[CH3:3]. The yield is 0.950. (4) The reactants are [CH3:1][S:2]([NH:5][C:6]1[C:13]([CH:14]=[CH2:15])=[CH:12][C:9]([CH2:10][NH2:11])=[C:8]([O:16][CH3:17])[CH:7]=1)(=[O:4])=[O:3].Cl.FC(F)(F)C(O)=O.[C:26]([C:30]1[CH:35]=[CH:34][C:33]([CH:36]=[CH:37][C:38](O)=[O:39])=[CH:32][CH:31]=1)([CH3:29])([CH3:28])[CH3:27].C[N+]1(C2N=C(OC)N=C(OC)N=2)CCOCC1.[Cl-]. The catalyst is C(Cl)Cl.C(N(CC)CC)C. The product is [C:26]([C:30]1[CH:31]=[CH:32][C:33]([CH:36]=[CH:37][C:38]([NH:11][CH2:10][C:9]2[CH:12]=[C:13]([CH:14]=[CH2:15])[C:6]([NH:5][S:2]([CH3:1])(=[O:4])=[O:3])=[CH:7][C:8]=2[O:16][CH3:17])=[O:39])=[CH:34][CH:35]=1)([CH3:29])([CH3:27])[CH3:28]. The yield is 0.190.